From a dataset of Full USPTO retrosynthesis dataset with 1.9M reactions from patents (1976-2016). Predict the reactants needed to synthesize the given product. (1) Given the product [Cl:27][C:26]1[CH:25]=[CH:24][CH:23]=[CH:22][C:21]=1[CH:16]1[CH2:15][CH2:14][C:13]2[C:18](=[CH:19][CH:20]=[C:11]([O:10][C:7]3[CH:6]=[CH:5][C:4]([N+:1]([O-:3])=[O:2])=[CH:9][N:8]=3)[CH:12]=2)[O:17]1, predict the reactants needed to synthesize it. The reactants are: [N+:1]([C:4]1[CH:5]=[CH:6][C:7]([O:10][C:11]2[CH:12]=[C:13]3[C:18](=[CH:19][CH:20]=2)[O:17][CH:16]([C:21]2[CH:26]=[CH:25][CH:24]=[CH:23][CH:22]=2)[CH2:15][CH2:14]3)=[N:8][CH:9]=1)([O-:3])=[O:2].[Cl:27]C1C=CC=CC=1C1CCC2C(=CC=C(O)C=2)O1. (2) Given the product [C:1]1([CH2:11][N:12]2[C:13]3[CH:18]=[CH:17][C:16]([O:19][CH3:20])=[CH:15][C:14]=3[N:21]=[C:22]2[SH:23])[C:10]2[C:5](=[CH:6][CH:7]=[CH:8][CH:9]=2)[CH:4]=[CH:3][CH:2]=1, predict the reactants needed to synthesize it. The reactants are: [C:1]1([CH2:11][NH:12][C:13]2[CH:18]=[CH:17][C:16]([O:19][CH3:20])=[CH:15][C:14]=2[NH2:21])[C:10]2[C:5](=[CH:6][CH:7]=[CH:8][CH:9]=2)[CH:4]=[CH:3][CH:2]=1.[C:22](=S)=[S:23]. (3) The reactants are: C([O:5][C:6](=[O:37])[CH2:7][O:8][C:9]1[C:14]2[CH2:15][CH2:16][CH2:17][CH2:18][CH:19]([NH:20][S:21]([C:24]3[CH:29]=[CH:28][C:27]([C:30]4[CH:35]=[CH:34][C:33]([OH:36])=[CH:32][CH:31]=4)=[CH:26][CH:25]=3)(=[O:23])=[O:22])[C:13]=2[CH:12]=[CH:11][CH:10]=1)(C)(C)C.[OH-].[Na+]. Given the product [OH:36][C:33]1[CH:34]=[CH:35][C:30]([C:27]2[CH:28]=[CH:29][C:24]([S:21]([NH:20][CH:19]3[C:13]4[CH:12]=[CH:11][CH:10]=[C:9]([O:8][CH2:7][C:6]([OH:37])=[O:5])[C:14]=4[CH2:15][CH2:16][CH2:17][CH2:18]3)(=[O:22])=[O:23])=[CH:25][CH:26]=2)=[CH:31][CH:32]=1, predict the reactants needed to synthesize it. (4) Given the product [C:6]1([C@@H:5]([O:12][CH:13]2[CH2:18][CH2:17][CH2:16][CH2:15][O:14]2)[CH2:4][OH:3])[CH:7]=[CH:8][CH:9]=[CH:10][CH:11]=1, predict the reactants needed to synthesize it. The reactants are: C([O:3][C:4](=O)[C@H:5]([O:12][CH:13]1[CH2:18][CH2:17][CH2:16][CH2:15][O:14]1)[C:6]1[CH:11]=[CH:10][CH:9]=[CH:8][CH:7]=1)C.[H-].[Al+3].[Li+].[H-].[H-].[H-].O.[OH-].[Na+].